Dataset: Forward reaction prediction with 1.9M reactions from USPTO patents (1976-2016). Task: Predict the product of the given reaction. (1) Given the reactants [N+:1]([C:4]1[CH:17]=[CH:16][C:7]([O:8][CH2:9][CH2:10][N:11]2[CH:15]=[CH:14][N:13]=[CH:12]2)=[CH:6][CH:5]=1)([O-])=O, predict the reaction product. The product is: [N:11]1([CH2:10][CH2:9][O:8][C:7]2[CH:16]=[CH:17][C:4]([NH2:1])=[CH:5][CH:6]=2)[CH:15]=[CH:14][N:13]=[CH:12]1. (2) Given the reactants [CH:1]1[C:6]([N+:7]([O-:9])=[O:8])=[CH:5][CH:4]=[C:3]([OH:10])[CH:2]=1.Cl[CH2:12][CH2:13][C:14]([OH:16])=[O:15], predict the reaction product. The product is: [N+:7]([C:6]1[CH:5]=[CH:4][C:3]([O:10][CH2:12][CH2:13][C:14]([OH:16])=[O:15])=[CH:2][CH:1]=1)([O-:9])=[O:8].